From a dataset of Catalyst prediction with 721,799 reactions and 888 catalyst types from USPTO. Predict which catalyst facilitates the given reaction. (1) Reactant: C[O-].[Na+].C[O:5][C:6](=O)[CH:7]([O:12][C:13]1[CH:18]=[CH:17][CH:16]=[CH:15][C:14]=1[O:19][CH3:20])[C:8](OC)=[O:9].Cl.[CH:23]([NH2:25])=[NH:24]. Product: [CH3:20][O:19][C:14]1[CH:15]=[CH:16][CH:17]=[CH:18][C:13]=1[O:12][C:7]1[C:8]([OH:9])=[N:24][CH:23]=[N:25][C:6]=1[OH:5]. The catalyst class is: 5. (2) The catalyst class is: 2. Product: [CH:59]1([S:62]([NH:65][C:66]([C:68]2([NH:73][C:74]([C@@H:76]3[CH2:80][C@@H:79]([O:81][C:82]4[C:83]5[O:100][C:99]6[CH:101]=[CH:102][CH:103]=[CH:104][C:98]=6[C:84]=5[N:85]=[C:86]([C:88]5[CH:89]=[CH:90][C:91]([O:94][CH:95]([CH3:97])[CH3:96])=[CH:92][CH:93]=5)[N:87]=4)[CH2:78][N:77]3[C:10](=[O:12])[C@@H:9]([NH:8][C:5]3[CH:4]=[CH:3][C:2]([F:1])=[CH:7][CH:6]=3)[C:13]([CH3:16])([CH3:15])[CH3:14])=[O:75])[CH2:70][C@H:69]2[CH:71]=[CH2:72])=[O:67])(=[O:63])=[O:64])[CH2:61][CH2:60]1. Reactant: [F:1][C:2]1[CH:7]=[CH:6][C:5]([NH:8][C@@H:9]([C:13]([CH3:16])([CH3:15])[CH3:14])[C:10]([OH:12])=O)=[CH:4][CH:3]=1.CN1CCOCC1.F[P-](F)(F)(F)(F)F.N1(OC(N(C)C)=[N+](C)C)C2N=CC=CC=2N=N1.ON1C2C=CC=CC=2N=N1.Cl.[CH:59]1([S:62]([NH:65][C:66]([C:68]2([NH:73][C:74]([C@@H:76]3[CH2:80][C@@H:79]([O:81][C:82]4[C:83]5[O:100][C:99]6[CH:101]=[CH:102][CH:103]=[CH:104][C:98]=6[C:84]=5[N:85]=[C:86]([C:88]5[CH:93]=[CH:92][C:91]([O:94][CH:95]([CH3:97])[CH3:96])=[CH:90][CH:89]=5)[N:87]=4)[CH2:78][NH:77]3)=[O:75])[CH2:70][C@H:69]2[CH:71]=[CH2:72])=[O:67])(=[O:64])=[O:63])[CH2:61][CH2:60]1. (3) Reactant: Br[C:2]1[N:6]([S:7]([C:10]2[CH:11]=[N:12][CH:13]=[CH:14][CH:15]=2)(=[O:9])=[O:8])[CH:5]=[C:4]([CH2:16][N:17]([CH3:25])[C:18](=[O:24])[O:19][C:20]([CH3:23])([CH3:22])[CH3:21])[CH:3]=1.[C:26]([C:28]1[CH:29]=[CH:30][C:31]([F:37])=[C:32](B(O)O)[CH:33]=1)#[N:27].C(=O)([O-])[O-].[Na+].[Na+]. Product: [C:26]([C:28]1[CH:29]=[CH:30][C:31]([F:37])=[C:32]([C:2]2[N:6]([S:7]([C:10]3[CH:11]=[N:12][CH:13]=[CH:14][CH:15]=3)(=[O:9])=[O:8])[CH:5]=[C:4]([CH2:16][N:17]([CH3:25])[C:18](=[O:24])[O:19][C:20]([CH3:23])([CH3:22])[CH3:21])[CH:3]=2)[CH:33]=1)#[N:27]. The catalyst class is: 73. (4) Reactant: C(Cl)CCl.[Cl:5][C:6]1[CH:7]=[CH:8][C:9]([CH2:14][N:15]2[CH2:18][C:17]([F:20])([F:19])[CH2:16]2)=[C:10]([CH:13]=1)[CH2:11][NH2:12].[C:21]([N:28]1[CH2:35][CH2:34][CH2:33][C@H:29]1[C:30](O)=[O:31])([O:23][C:24]([CH3:27])([CH3:26])[CH3:25])=[O:22].C1C=NC2N(O)N=NC=2C=1. Product: [Cl:5][C:6]1[CH:7]=[CH:8][C:9]([CH2:14][N:15]2[CH2:16][C:17]([F:20])([F:19])[CH2:18]2)=[C:10]([CH:13]=1)[CH2:11][NH:12][C:30](=[O:31])[C@@H:29]1[CH2:33][CH2:34][CH2:35][N:28]1[C:21]([O:23][C:24]([CH3:26])([CH3:25])[CH3:27])=[O:22]. The catalyst class is: 3.